From a dataset of Catalyst prediction with 721,799 reactions and 888 catalyst types from USPTO. Predict which catalyst facilitates the given reaction. (1) Reactant: [F:1][C:2]1[CH:7]=[C:6]([C:8]2[N:12]=[C:11]([C:13]3[O:17][N:16]=[C:15]([C:18]4[CH:23]=[CH:22][CH:21]=[CH:20][CH:19]=4)[C:14]=3[C:24]([F:27])([F:26])[F:25])[O:10][N:9]=2)[CH:5]=[CH:4][C:3]=1[CH2:28]O.P(Br)(Br)[Br:31]. Product: [Br:31][CH2:28][C:3]1[CH:4]=[CH:5][C:6]([C:8]2[N:12]=[C:11]([C:13]3[O:17][N:16]=[C:15]([C:18]4[CH:23]=[CH:22][CH:21]=[CH:20][CH:19]=4)[C:14]=3[C:24]([F:25])([F:27])[F:26])[O:10][N:9]=2)=[CH:7][C:2]=1[F:1]. The catalyst class is: 4. (2) Reactant: [C:1]([O:4][C@@H:5]1[C@@H:10]([O:11][C:12](=[O:14])[CH3:13])[C@H:9]([O:15][C:16](=[O:18])[CH3:17])[C@@H:8]([CH2:19][O:20][C:21](=[O:23])[CH3:22])[O:7][C@H:6]1[C:24]1[CH:29]=[C:28]([CH2:30][C:31]2[S:32][C:33]3[CH:39]=[CH:38][CH:37]=[CH:36][C:34]=3[CH:35]=2)[CH:27]=[CH:26][C:25]=1[OH:40])(=[O:3])[CH3:2].C(=O)([O-])[O-].[K+].[K+].[CH:47]1(Br)[CH2:51][CH2:50][CH2:49][CH2:48]1.[I-].[K+]. Product: [C:1]([O:4][C@@H:5]1[C@@H:10]([O:11][C:12](=[O:14])[CH3:13])[C@H:9]([O:15][C:16](=[O:18])[CH3:17])[C@@H:8]([CH2:19][O:20][C:21](=[O:23])[CH3:22])[O:7][C@H:6]1[C:24]1[CH:29]=[C:28]([CH2:30][C:31]2[S:32][C:33]3[CH:39]=[CH:38][CH:37]=[CH:36][C:34]=3[CH:35]=2)[CH:27]=[CH:26][C:25]=1[O:40][CH:47]1[CH2:51][CH2:50][CH2:49][CH2:48]1)(=[O:3])[CH3:2]. The catalyst class is: 42.